From a dataset of Forward reaction prediction with 1.9M reactions from USPTO patents (1976-2016). Predict the product of the given reaction. Given the reactants [Cl:1][C:2]1[CH:3]=[C:4]([C:16]([NH:18][C@H:19]([C:21]2[CH:29]=[CH:28][C:24]([C:25]([OH:27])=[O:26])=[CH:23][CH:22]=2)[CH3:20])=[O:17])[C:5](OC2C=CC=C(F)C=2)=[N:6][CH:7]=1.[Cl:30][C:31]1[CH:32]=[C:33]([OH:38])[CH:34]=[CH:35][C:36]=1[Cl:37], predict the reaction product. The product is: [Cl:1][C:2]1[CH:3]=[C:4]([C:16]([NH:18][C@H:19]([C:21]2[CH:29]=[CH:28][C:24]([C:25]([OH:27])=[O:26])=[CH:23][CH:22]=2)[CH3:20])=[O:17])[C:5]([O:38][C:33]2[CH:34]=[CH:35][C:36]([Cl:37])=[C:31]([Cl:30])[CH:32]=2)=[N:6][CH:7]=1.